This data is from Peptide-MHC class I binding affinity with 185,985 pairs from IEDB/IMGT. The task is: Regression. Given a peptide amino acid sequence and an MHC pseudo amino acid sequence, predict their binding affinity value. This is MHC class I binding data. The MHC is HLA-A32:01 with pseudo-sequence HLA-A32:01. The peptide sequence is RAIWYMWLGA. The binding affinity (normalized) is 0.326.